From a dataset of Reaction yield outcomes from USPTO patents with 853,638 reactions. Predict the reaction yield, written as a fraction of the theoretical maximum amount of product (1.0 means a 100% yield; for example, 0.34 means a 34% yield). (1) The reactants are [CH3:1][N:2]([CH3:10])[C:3]1[CH:8]=[CH:7][C:6](Br)=[CH:5][CH:4]=1.[C:11]([NH2:21])(=[O:20])/[CH:12]=[CH:13]/[C:14]1[CH:19]=[CH:18][CH:17]=[CH:16][CH:15]=1.C([O-])([O-])=O.[K+].[K+].CN[C@@H]1CCCC[C@H]1NC. The catalyst is [Cu]I.C1(C)C=CC=CC=1. The product is [CH3:1][N:2]([CH3:10])[C:3]1[CH:8]=[CH:7][C:6]([NH:21][C:11](=[O:20])/[CH:12]=[CH:13]/[C:14]2[CH:19]=[CH:18][CH:17]=[CH:16][CH:15]=2)=[CH:5][CH:4]=1. The yield is 0.980. (2) The reactants are [C:1]([C:3]1[C:12]2[C:7](=[CH:8][CH:9]=[CH:10][CH:11]=2)[C:6]([NH:13][C@H:14]([C@H:18]([OH:20])[CH3:19])[C:15]([OH:17])=O)=[CH:5][CH:4]=1)#[N:2].[C:21]([C:23]1[CH:32]=[CH:31][C:26]([C:27]([NH:29][NH2:30])=[O:28])=[CH:25][CH:24]=1)#[N:22].O.ON1C2C=CC=CC=2N=N1.Cl.CN(C)CCCN=C=NCC.C(N(CC)CC)C. The catalyst is C1COCC1. The product is [C:21]([C:23]1[CH:24]=[CH:25][C:26]([C:27]([NH:29][NH:30][C:15](=[O:17])[C@H:14]([NH:13][C:6]2[C:7]3[C:12](=[CH:11][CH:10]=[CH:9][CH:8]=3)[C:3]([C:1]#[N:2])=[CH:4][CH:5]=2)[C@H:18]([OH:20])[CH3:19])=[O:28])=[CH:31][CH:32]=1)#[N:22]. The yield is 0.920. (3) The reactants are CC(C[AlH]CC(C)C)C.[C:10]1([C:16]2[S:20][C:19]3=[N:21][C:22]([C:24](OCC)=[O:25])=[CH:23][N:18]3[CH:17]=2)[CH:15]=[CH:14][CH:13]=[CH:12][CH:11]=1. The catalyst is C(Cl)Cl.O. The product is [C:10]1([C:16]2[S:20][C:19]3=[N:21][C:22]([CH2:24][OH:25])=[CH:23][N:18]3[CH:17]=2)[CH:11]=[CH:12][CH:13]=[CH:14][CH:15]=1. The yield is 0.260. (4) The catalyst is ClCCCl. The reactants are C(N(CC)C(C)C)(C)C.[Br:10][C:11]1[CH:12]=[C:13]2[C:18](=[CH:19][CH:20]=1)[N:17]([C:21](=[O:23])[CH3:22])[C@@H:16]([CH3:24])[CH2:15][NH:14]2.Cl[C:26]([O:28][CH:29]([CH3:31])[CH3:30])=[O:27]. The yield is 0.850. The product is [C:21]([N:17]1[C:18]2[C:13](=[CH:12][C:11]([Br:10])=[CH:20][CH:19]=2)[N:14]([C:26]([O:28][CH:29]([CH3:31])[CH3:30])=[O:27])[CH2:15][C@@H:16]1[CH3:24])(=[O:23])[CH3:22]. (5) The reactants are [NH:1]1[CH:5]=[CH:4][N:3]=[C:2]1[C:6]1[CH:12]=[CH:11][CH:10]=[CH:9][C:7]=1[NH2:8].C(O[C:16](=O)[CH2:17][C:18](=[O:24])[C:19]1[S:20][CH:21]=[CH:22][CH:23]=1)C. The catalyst is C1(C)C=CC=CC=1. The product is [N:1]1[CH:5]=[CH:4][N:3]2[C:2]=1[C:6]1[CH:12]=[CH:11][CH:10]=[CH:9][C:7]=1[N:8]=[C:16]2/[CH:17]=[C:18](/[C:19]1[S:20][CH:21]=[CH:22][CH:23]=1)\[OH:24]. The yield is 0.330. (6) The reactants are [Cl:1][C:2]1[CH:7]=[CH:6][N:5]=[C:4]2[N:8]([S:31]([C:34]3[CH:39]=[CH:38][C:37]([CH3:40])=[CH:36][CH:35]=3)(=[O:33])=[O:32])[C:9]([C:11]3[C:15]4=[N:16][C:17]([O:22][CH3:23])=[C:18]([O:20][CH3:21])[CH:19]=[C:14]4[N:13](C(OC(C)(C)C)=O)[CH:12]=3)=[CH:10][C:3]=12. The catalyst is C(O)(C(F)(F)F)=O.C(Cl)Cl. The product is [Cl:1][C:2]1[CH:7]=[CH:6][N:5]=[C:4]2[N:8]([S:31]([C:34]3[CH:39]=[CH:38][C:37]([CH3:40])=[CH:36][CH:35]=3)(=[O:32])=[O:33])[C:9]([C:11]3[C:15]4=[N:16][C:17]([O:22][CH3:23])=[C:18]([O:20][CH3:21])[CH:19]=[C:14]4[NH:13][CH:12]=3)=[CH:10][C:3]=12. The yield is 0.960. (7) The reactants are [I:1][C:2]1[CH:8]=[C:7]([C:9]([F:18])([C:14]([F:17])([F:16])[F:15])[C:10]([F:13])([F:12])[F:11])[CH:6]=[C:5]([I:19])[C:3]=1[NH2:4].[Cl:20][C:21]1[C:29]([N+:30]([O-:32])=[O:31])=[CH:28][CH:27]=[CH:26][C:22]=1[C:23](Cl)=[O:24].O. The catalyst is CN1C(=O)N(C)CC1. The product is [Cl:20][C:21]1[C:29]([N+:30]([O-:32])=[O:31])=[CH:28][CH:27]=[CH:26][C:22]=1[C:23]([NH:4][C:3]1[C:2]([I:1])=[CH:8][C:7]([C:9]([F:18])([C:10]([F:13])([F:12])[F:11])[C:14]([F:15])([F:16])[F:17])=[CH:6][C:5]=1[I:19])=[O:24]. The yield is 0.990. (8) The reactants are [OH-].[Na+].[CH3:3][N:4]([CH3:32])[C@@H:5]1[CH2:9][CH2:8][N:7]([C:10]2[N:15]=[C:14]([CH3:16])[C:13]([CH:17]([CH2:22][CH2:23][CH3:24])[C:18]([O:20]C)=[O:19])=[C:12]([C:25]3[CH:30]=[CH:29][C:28]([CH3:31])=[CH:27][CH:26]=3)[N:11]=2)[CH2:6]1. The catalyst is CO. The product is [CH3:32][N:4]([CH3:3])[C@H:5]1[CH2:9][CH2:8][N:7]([C:10]2[N:15]=[C:14]([CH3:16])[C:13]([CH:17]([CH2:22][CH2:23][CH3:24])[C:18]([OH:20])=[O:19])=[C:12]([C:25]3[CH:26]=[CH:27][C:28]([CH3:31])=[CH:29][CH:30]=3)[N:11]=2)[CH2:6]1. The yield is 0.140.